Dataset: Peptide-MHC class II binding affinity with 134,281 pairs from IEDB. Task: Regression. Given a peptide amino acid sequence and an MHC pseudo amino acid sequence, predict their binding affinity value. This is MHC class II binding data. (1) The peptide sequence is TRRKLLLIFDALILL. The MHC is DRB1_0901 with pseudo-sequence DRB1_0901. The binding affinity (normalized) is 0. (2) The peptide sequence is EVVKANGGYLAAGKL. The MHC is DRB1_0101 with pseudo-sequence DRB1_0101. The binding affinity (normalized) is 0.822. (3) The peptide sequence is SVWPIRYWATGSVLL. The MHC is DRB1_0401 with pseudo-sequence DRB1_0401. The binding affinity (normalized) is 0.600. (4) The peptide sequence is GEDQIVDKIDAAFKI. The MHC is DRB1_1501 with pseudo-sequence DRB1_1501. The binding affinity (normalized) is 0.454. (5) The peptide sequence is FFRNVVWLIKKNSTYPT. The MHC is DRB1_0101 with pseudo-sequence DRB1_0101. The binding affinity (normalized) is 0.490.